From a dataset of Full USPTO retrosynthesis dataset with 1.9M reactions from patents (1976-2016). Predict the reactants needed to synthesize the given product. (1) Given the product [CH3:11][O:12][CH2:13][CH2:14][CH2:15][N:16]1[C:21]2[CH:22]=[C:23]([CH2:26][O:27][C@H:28]3[CH2:33][N:32]([S:34]([C:37]4[CH:38]=[CH:39][C:40]([CH3:43])=[CH:41][CH:42]=4)(=[O:35])=[O:36])[C@H:31]([CH2:44][C:45]([NH:48][C:8](=[O:10])[CH2:7][CH:6]4[CH2:1][CH2:2][O:3][CH2:4][CH2:5]4)([CH3:46])[CH3:47])[CH2:30][CH2:29]3)[CH:24]=[CH:25][C:20]=2[O:19][CH2:18][CH2:17]1, predict the reactants needed to synthesize it. The reactants are: [CH2:1]1[CH:6]([CH2:7][C:8]([OH:10])=O)[CH2:5][CH2:4][O:3][CH2:2]1.[CH3:11][O:12][CH2:13][CH2:14][CH2:15][N:16]1[C:21]2[CH:22]=[C:23]([CH2:26][O:27][C@H:28]3[CH2:33][N:32]([S:34]([C:37]4[CH:42]=[CH:41][C:40]([CH3:43])=[CH:39][CH:38]=4)(=[O:36])=[O:35])[C@H:31]([CH2:44][C:45]([NH2:48])([CH3:47])[CH3:46])[CH2:30][CH2:29]3)[CH:24]=[CH:25][C:20]=2[O:19][CH2:18][CH2:17]1.C(N(CC)CC)C.O. (2) Given the product [CH3:3][C:4]1([CH3:13])[C:12]2[C:7](=[CH:8][CH:9]=[CH:10][CH:11]=2)[CH2:6][C:5]1=[O:14], predict the reactants needed to synthesize it. The reactants are: OO.[CH3:3][C:4]1([CH3:13])[C:12]2[C:7](=[CH:8][CH:9]=[CH:10][CH:11]=2)[CH:6]=[CH:5]1.[OH:14]S([O-])=O.[Na+].OS(O)(=O)=O. (3) Given the product [CH3:17][O:16][C:12]1[C:11]([C:2]2[CH:7]=[CH:6][CH:5]=[CH:4][C:3]=2[Cl:8])=[C:10]([Cl:9])[CH:15]=[CH:14][CH:13]=1, predict the reactants needed to synthesize it. The reactants are: Br[C:2]1[CH:7]=[CH:6][CH:5]=[CH:4][C:3]=1[Cl:8].[Cl:9][C:10]1[CH:15]=[CH:14][CH:13]=[C:12]([O:16][CH3:17])[C:11]=1B(O)O.CC1C=CC(S(OCC2CC3C(C4C=CC=CC=4)=CC=CC=3O2)(=O)=O)=CC=1. (4) Given the product [C:31]([C:30]1[CH:15]([CH2:14][CH:8]2[CH2:7][CH2:6][C:5]3[C:10](=[CH:11][CH:12]=[C:3]([O:2][CH3:1])[CH:4]=3)[C:9]2=[O:13])[CH:16]=[CH:17][N:28]([CH2:27][C:22]2[CH:23]=[CH:24][CH:25]=[CH:26][C:21]=2[C:20]([F:34])([F:35])[F:19])[CH:29]=1)(=[O:33])[CH3:32], predict the reactants needed to synthesize it. The reactants are: [CH3:1][O:2][C:3]1[CH:4]=[C:5]2[C:10](=[CH:11][CH:12]=1)[C:9](=[O:13])[CH:8]([CH2:14]/[CH:15]=[CH:16]/[CH:17]=O)[CH2:7][CH2:6]2.[F:19][C:20]([F:35])([F:34])[C:21]1[CH:26]=[CH:25][CH:24]=[CH:23][C:22]=1[CH2:27][NH:28]/[CH:29]=[CH:30]/[C:31](=[O:33])[CH3:32]. (5) Given the product [C:9]([O:13][C:14]([N:16]1[CH2:23][C@H:22]2[C@H:18]([CH2:19][CH:20]([CH3:24])[CH2:21]2)[C@H:17]1[CH2:25][NH:8][CH2:1][C:2]1[CH:7]=[CH:6][CH:5]=[CH:4][CH:3]=1)=[O:15])([CH3:12])([CH3:10])[CH3:11], predict the reactants needed to synthesize it. The reactants are: [CH2:1]([NH2:8])[C:2]1[CH:7]=[CH:6][CH:5]=[CH:4][CH:3]=1.[C:9]([O:13][C:14]([N:16]1[CH2:23][C@H:22]2[C@H:18]([CH2:19][CH:20]([CH3:24])[CH2:21]2)[C@H:17]1[CH:25]=O)=[O:15])([CH3:12])([CH3:11])[CH3:10].[BH-](OC(C)=O)(OC(C)=O)OC(C)=O.[Na+].C([O-])(O)=O.[Na+]. (6) Given the product [OH:8][CH2:9][C@H:10]1[N:15]([C:16]([O:18][C:19]([CH3:21])([CH3:22])[CH3:20])=[O:17])[CH2:14][C@@H:13]([CH2:23][CH2:24][C:25]2[CH:30]=[CH:29][CH:28]=[CH:27][C:26]=2[NH:31][C:32](=[O:52])[C@H:33]([CH:39]([C:46]2[CH:51]=[CH:50][CH:49]=[CH:48][CH:47]=2)[C:40]2[CH:45]=[CH:44][CH:43]=[CH:42][CH:41]=2)[NH:34][C:35]([O:37][CH3:38])=[O:36])[O:12][CH2:11]1, predict the reactants needed to synthesize it. The reactants are: [Si]([O:8][CH2:9][C@H:10]1[N:15]([C:16]([O:18][C:19]([CH3:22])([CH3:21])[CH3:20])=[O:17])[CH2:14][C@@H:13]([CH2:23][CH2:24][C:25]2[CH:30]=[CH:29][CH:28]=[CH:27][C:26]=2[NH:31][C:32](=[O:52])[C@H:33]([CH:39]([C:46]2[CH:51]=[CH:50][CH:49]=[CH:48][CH:47]=2)[C:40]2[CH:45]=[CH:44][CH:43]=[CH:42][CH:41]=2)[NH:34][C:35]([O:37][CH3:38])=[O:36])[O:12][CH2:11]1)(C(C)(C)C)(C)C.CCCC[N+](CCCC)(CCCC)CCCC.[F-]. (7) The reactants are: [H-].[Na+].[CH2:3]([SH:5])[CH3:4].[H][H].F[C:9]1[CH:16]=[C:15]([C:17]2[CH:22]=[CH:21][C:20]([Cl:23])=[CH:19][C:18]=2[Cl:24])[CH:14]=[CH:13][C:10]=1[C:11]#[N:12]. Given the product [Cl:24][C:18]1[CH:19]=[C:20]([Cl:23])[CH:21]=[CH:22][C:17]=1[C:15]1[CH:14]=[CH:13][C:10]([C:11]#[N:12])=[C:9]([S:5][CH2:3][CH3:4])[CH:16]=1, predict the reactants needed to synthesize it.